Task: Predict the reaction yield, written as a fraction of the theoretical maximum amount of product (1.0 means a 100% yield; for example, 0.34 means a 34% yield).. Dataset: Reaction yield outcomes from USPTO patents with 853,638 reactions (1) The product is [C:5]1([NH:8][C:9]([NH:11][C:12]2[CH:17]=[CH:16][CH:15]=[C:14]([C:18]3[CH:23]=[CH:22][CH:21]=[C:20]([N:24]4[CH2:28][CH2:27][CH2:26][CH2:25]4)[N:19]=3)[CH:13]=2)=[O:10])[CH:4]=[CH:3][CH:2]=[CH:7][CH:6]=1. The yield is 0.300. The catalyst is CN(C=O)C. The reactants are Cl[C:2]1[CH:7]=[CH:6][C:5]([NH:8][C:9]([NH:11][C:12]2[CH:17]=[CH:16][CH:15]=[C:14]([C:18]3[CH:23]=[CH:22][CH:21]=[C:20]([N:24]4[CH2:28][CH2:27][CH2:26][CH2:25]4)[N:19]=3)[CH:13]=2)=[O:10])=[CH:4][CH:3]=1.NC1C=CC=CC=1.CCN(C(C)C)C(C)C. (2) The reactants are [C:1]([N:11]1[CH2:16][CH2:15][N:14]([C:17]2[C:22]([Cl:23])=[C:21]([Cl:24])[CH:20]=[CH:19][C:18]=2[N+:25]([O-])=O)[CH:13]([C:28]([OH:30])=O)[CH2:12]1)([O:3][CH2:4][C:5]1[CH:10]=[CH:9][CH:8]=[CH:7][CH:6]=1)=[O:2]. The catalyst is [Fe]. The product is [C:1]([N:11]1[CH2:16][CH2:15][N:14]2[C:17]3[C:18]([NH:25][C:28](=[O:30])[CH:13]2[CH2:12]1)=[CH:19][CH:20]=[C:21]([Cl:24])[C:22]=3[Cl:23])([O:3][CH2:4][C:5]1[CH:6]=[CH:7][CH:8]=[CH:9][CH:10]=1)=[O:2]. The yield is 0.490. (3) The reactants are F[C:2]1[CH:3]=[C:4]([CH:9]=[CH:10][C:11]=1[N+:12]([O-:14])=[O:13])[C:5]([O:7][CH3:8])=[O:6].[CH3:15][C:16]1[CH:23]=[CH:22][C:21]([CH3:24])=[CH:20][C:17]=1[CH2:18][NH2:19]. No catalyst specified. The product is [CH3:15][C:16]1[CH:23]=[CH:22][C:21]([CH3:24])=[CH:20][C:17]=1[CH2:18][NH:19][C:2]1[CH:3]=[C:4]([CH:9]=[CH:10][C:11]=1[N+:12]([O-:14])=[O:13])[C:5]([O:7][CH3:8])=[O:6]. The yield is 0.630. (4) The reactants are [C:1]1([C:7]2[CH:11]=[C:10]([CH:12]3[CH2:17][CH2:16][N:15](C(OC(C)(C)C)=O)[CH2:14][CH2:13]3)[O:9][N:8]=2)[CH:6]=[CH:5][CH:4]=[CH:3][CH:2]=1.FC(F)(F)C(O)=O. The catalyst is ClCCl. The product is [C:1]1([C:7]2[CH:11]=[C:10]([CH:12]3[CH2:17][CH2:16][NH:15][CH2:14][CH2:13]3)[O:9][N:8]=2)[CH:2]=[CH:3][CH:4]=[CH:5][CH:6]=1. The yield is 0.760. (5) The reactants are FC(F)(F)C(O)=O.[CH:8]1([CH2:11][CH2:12][NH:13][C:14]2[N:22]=[C:21]3[C:17]([N:18]=[C:19]([O:23][CH3:24])[NH:20]3)=[C:16]([NH2:25])[N:15]=2)[CH2:10][CH2:9]1.C(=O)([O-])[O-].[K+].[K+].CS(O[CH2:37][CH:38]1[CH2:42][CH2:41][O:40][CH2:39]1)(=O)=O. The catalyst is CN(C)C=O.C(OCC)(=O)C. The product is [CH:8]1([CH2:11][CH2:12][NH:13][C:14]2[N:22]=[C:21]3[C:17]([N:18]=[C:19]([O:23][CH3:24])[N:20]3[CH2:37][CH:38]3[CH2:42][CH2:41][O:40][CH2:39]3)=[C:16]([NH2:25])[N:15]=2)[CH2:10][CH2:9]1. The yield is 0.840. (6) The reactants are [NH2:1][C:2]1[CH:3]=[CH:4][C:5]([N:8]2[CH2:13][CH2:12][C:11]([CH3:18])([C:14]([O:16][CH3:17])=[O:15])[CH2:10][CH2:9]2)=[N:6][CH:7]=1.C(N(CC)CC)C.Cl[C:27](=[O:32])[C:28]([O:30][CH3:31])=[O:29]. The catalyst is C(Cl)Cl. The product is [CH3:31][O:30][C:28](=[O:29])[C:27]([NH:1][C:2]1[CH:3]=[CH:4][C:5]([N:8]2[CH2:13][CH2:12][C:11]([CH3:18])([C:14]([O:16][CH3:17])=[O:15])[CH2:10][CH2:9]2)=[N:6][CH:7]=1)=[O:32]. The yield is 1.00. (7) The reactants are [C:1]1([N:7]2[C:11]3=[N:12][CH:13]=[N:14][C:15]([NH:16][N:17]=[CH:18][C:19]4[CH:24]=[CH:23][C:22](Cl)=[N:21][CH:20]=4)=[C:10]3[CH:9]=[N:8]2)[CH:6]=[CH:5][CH:4]=[CH:3][CH:2]=1.[CH3:26][O-:27].[Na+].O.Cl. The catalyst is CS(C)=O. The product is [C:1]1([N:7]2[C:11]3=[N:12][CH:13]=[N:14][C:15]([NH:16][N:17]=[CH:18][C:19]4[CH:24]=[CH:23][C:22]([O:27][CH3:26])=[N:21][CH:20]=4)=[C:10]3[CH:9]=[N:8]2)[CH:6]=[CH:5][CH:4]=[CH:3][CH:2]=1. The yield is 0.980. (8) The reactants are [NH2:1][C:2]1[N:3]=[CH:4][C:5]2[C:10]([CH:11]=1)=[CH:9][CH:8]=[C:7]([C:12]1[CH:13]=[C:14]([CH:23]=[CH:24][C:25]=1[CH3:26])[C:15]([NH:17][C:18]1([CH3:22])[CH2:21][CH2:20][CH2:19]1)=[O:16])[CH:6]=2.[Cl:27]CCl.ClN1C(=O)CCC1=O. No catalyst specified. The product is [NH2:1][C:2]1[N:3]=[CH:4][C:5]2[C:10]([C:11]=1[Cl:27])=[CH:9][CH:8]=[C:7]([C:12]1[CH:13]=[C:14]([CH:23]=[CH:24][C:25]=1[CH3:26])[C:15]([NH:17][C:18]1([CH3:22])[CH2:19][CH2:20][CH2:21]1)=[O:16])[CH:6]=2. The yield is 0.320.